From a dataset of Forward reaction prediction with 1.9M reactions from USPTO patents (1976-2016). Predict the product of the given reaction. Given the reactants [Mn]([O-])(=O)(=O)=O.[K+].C(=O)([O-])[O-:8].[K+].[K+].[F:13][CH:14]([F:39])[S:15]([N:18]1[C:26]2[C:21](=[CH:22][CH:23]=[CH:24][C:25]=2[F:27])[C:20]([C:28]2[N:33]=[C:32]([O:34][CH3:35])[N:31]=[C:30]([O:36][CH3:37])[N:29]=2)=C1O)(=[O:17])=[O:16].S(=O)(=O)(O)O.S([O-])([O-])=O.[Na+].[Na+], predict the reaction product. The product is: [CH3:37][O:36][C:30]1[N:31]=[C:32]([O:34][CH3:35])[N:33]=[C:28]([C:20]([C:21]2[CH:22]=[CH:23][CH:24]=[C:25]([F:27])[C:26]=2[NH:18][S:15]([CH:14]([F:39])[F:13])(=[O:17])=[O:16])=[O:8])[N:29]=1.